Dataset: Full USPTO retrosynthesis dataset with 1.9M reactions from patents (1976-2016). Task: Predict the reactants needed to synthesize the given product. (1) Given the product [NH2:7][CH2:8][C:9]1[C:14]([C:15]([F:18])([F:17])[F:16])=[CH:13][C:12]([CH3:19])=[N+:11]([O-:25])[CH:10]=1, predict the reactants needed to synthesize it. The reactants are: C(OC(=O)[NH:7][CH2:8][C:9]1[CH:10]=[N:11][C:12]([CH3:19])=[CH:13][C:14]=1[C:15]([F:18])([F:17])[F:16])(C)(C)C.ClC1C=CC=CC=1C(OO)=[O:25].Cl.O1CCOCC1. (2) Given the product [NH2:40][N:10]1[N:9]=[C:8]([C:5]2[CH:6]=[N:7][C:2]([Cl:1])=[CH:3][CH:4]=2)[C:17]2[C:12](=[CH:13][CH:14]=[CH:15][CH:16]=2)[C:11]1=[O:18], predict the reactants needed to synthesize it. The reactants are: [Cl:1][C:2]1[N:7]=[CH:6][C:5]([C:8]2[C:17]3[C:12](=[CH:13][CH:14]=[CH:15][CH:16]=3)[C:11](=[O:18])[NH:10][N:9]=2)=[CH:4][CH:3]=1.CC([O-])(C)C.[K+].C1(P(O[NH2:40])(C2C=CC=CC=2)=O)C=CC=CC=1.CN(C=O)C. (3) Given the product [I:26][C:23]1[CH:24]=[CH:25][C:20]2[N:21]([CH:27]=[C:18]([NH2:17])[N:19]=2)[N:22]=1, predict the reactants needed to synthesize it. The reactants are: O.O.O.O.O.O.O.O.[OH-].[Ba+2].[OH-].O.C(OC(=O)[NH:17][C:18]1[N:19]=[C:20]2[CH:25]=[CH:24][C:23]([I:26])=[N:22][N:21]2[CH:27]=1)C. (4) Given the product [Cl:11][C:12]1[C:13]([C:29]([F:32])([F:30])[F:31])=[N:14][N:15]([CH2:18][C:19]([N:21]2[CH2:28][CH:27]3[CH:23]([CH2:24][N:25]([CH2:4][C:3]4[CH:6]=[CH:7][C:8]([Cl:10])=[CH:9][C:2]=4[Cl:1])[CH2:26]3)[CH2:22]2)=[O:20])[C:16]=1[CH3:17], predict the reactants needed to synthesize it. The reactants are: [Cl:1][C:2]1[CH:9]=[C:8]([Cl:10])[CH:7]=[CH:6][C:3]=1[CH:4]=O.[Cl:11][C:12]1[C:13]([C:29]([F:32])([F:31])[F:30])=[N:14][N:15]([CH2:18][C:19]([N:21]2[CH2:28][CH:27]3[CH:23]([CH2:24][NH:25][CH2:26]3)[CH2:22]2)=[O:20])[C:16]=1[CH3:17].C(O[BH-](OC(=O)C)OC(=O)C)(=O)C.[Na+].[Cl-].[NH4+]. (5) Given the product [CH3:10][C:8]1[C:7]([C:11]([F:14])([F:13])[F:12])=[CH:6][C:3]([CH2:4][N:34]2[CH2:35][CH2:36][C:19]3([O:18][C:17](=[O:16])[N:21]([C:22]4[CH:23]=[CH:24][C:25]([C:26]([O:28][CH3:29])=[O:27])=[CH:30][CH:31]=4)[CH2:20]3)[CH2:32][CH2:33]2)=[C:2]([Br:1])[CH:9]=1, predict the reactants needed to synthesize it. The reactants are: [Br:1][C:2]1[CH:9]=[C:8]([CH3:10])[C:7]([C:11]([F:14])([F:13])[F:12])=[CH:6][C:3]=1[CH:4]=O.Cl.[O:16]=[C:17]1[N:21]([C:22]2[CH:31]=[CH:30][C:25]([C:26]([O:28][CH3:29])=[O:27])=[CH:24][CH:23]=2)[CH2:20][C:19]2([CH2:36][CH2:35][NH:34][CH2:33][CH2:32]2)[O:18]1.CCN(C(C)C)C(C)C.C(O)(=O)C.C(O[BH-](OC(=O)C)OC(=O)C)(=O)C.[Na+]. (6) Given the product [CH:28]1([C:16]2[C:17]3[O:24][C:21]4([CH2:23][CH2:22]4)[CH2:20][C:19]([CH3:25])([CH3:26])[C:18]=3[CH:27]=[C:14]([C:13]#[C:12][C:9]3[CH:8]=[CH:7][C:6]([CH:4]([CH3:5])[C:3]([OH:31])=[O:2])=[CH:11][CH:10]=3)[CH:15]=2)[CH2:29][CH2:30]1, predict the reactants needed to synthesize it. The reactants are: C[O:2][C:3](=[O:31])[CH:4]([C:6]1[CH:11]=[CH:10][C:9]([C:12]#[C:13][C:14]2[CH:15]=[C:16]([CH:28]3[CH2:30][CH2:29]3)[C:17]3[O:24][C:21]4([CH2:23][CH2:22]4)[CH2:20][C:19]([CH3:26])([CH3:25])[C:18]=3[CH:27]=2)=[CH:8][CH:7]=1)[CH3:5].[OH-].[Na+]. (7) The reactants are: C([O-])([O-])=O.[K+].[K+].C([O:10][C:11]1[CH:12]=[CH:13][C:14]2[CH:20]([CH2:21][C:22]([O:24][CH3:25])=[O:23])[C:19]3[CH:26]=[CH:27][CH:28]=[CH:29][C:18]=3[C:17](=[O:30])[N:16]([CH3:31])[C:15]=2[CH:32]=1)(=O)C.[NH4+].[Cl-]. Given the product [OH:10][C:11]1[CH:12]=[CH:13][C:14]2[CH:20]([CH2:21][C:22]([O:24][CH3:25])=[O:23])[C:19]3[CH:26]=[CH:27][CH:28]=[CH:29][C:18]=3[C:17](=[O:30])[N:16]([CH3:31])[C:15]=2[CH:32]=1, predict the reactants needed to synthesize it.